Dataset: Forward reaction prediction with 1.9M reactions from USPTO patents (1976-2016). Task: Predict the product of the given reaction. Given the reactants [NH2:1][CH2:2][CH2:3][NH:4][C:5](=[O:16])[C@@H:6]([NH:9][C:10](=[O:15])[C:11]([F:14])([F:13])[F:12])[CH2:7][CH3:8].[CH3:17][O:18][C:19]1[CH:24]=[CH:23][C:22]([N:25]=[C:26]=[S:27])=[CH:21][CH:20]=1, predict the reaction product. The product is: [CH3:17][O:18][C:19]1[CH:24]=[CH:23][C:22]([NH:25][C:26](=[S:27])[NH:1][CH2:2][CH2:3][NH:4][C:5](=[O:16])[C@H:6]([NH:9][C:10](=[O:15])[C:11]([F:14])([F:12])[F:13])[CH2:7][CH3:8])=[CH:21][CH:20]=1.